From a dataset of Forward reaction prediction with 1.9M reactions from USPTO patents (1976-2016). Predict the product of the given reaction. (1) Given the reactants [Br:1][C:2]1[CH:7]=[CH:6][C:5]([C:8]2(C(O)=O)[CH2:10][CH2:9]2)=[CH:4][CH:3]=1.C1(P(N=[N+]=[N-])(C2C=CC=CC=2)=[O:21])C=CC=CC=1.C([N:33]([CH2:36]C)CC)C.[C:38]([OH:42])([CH3:41])([CH3:40])[CH3:39], predict the reaction product. The product is: [Br:1][C:2]1[CH:3]=[CH:4][C:5]([C:8]2([NH:33][C:36](=[O:21])[O:42][C:38]([CH3:41])([CH3:40])[CH3:39])[CH2:9][CH2:10]2)=[CH:6][CH:7]=1. (2) Given the reactants [N:1]1[CH:6]=[CH:5][CH:4]=[C:3]([CH2:7][C:8]([OH:10])=O)[CH:2]=1.C(N(CC)C(C)C)(C)C.F[B-](F)(F)F.N1(OC(N(C)C)=[N+](C)C)C2C=CC=CC=2N=N1.[F:42][C:43]1[CH:44]=[C:45]2[C:49](=[CH:50][CH:51]=1)[CH:48]([NH:52][C:53]1[CH:62]=[CH:61][C:60]3[C:55](=[CH:56][CH:57]=[C:58]([NH2:63])[CH:59]=3)[N:54]=1)[CH2:47][CH2:46]2, predict the reaction product. The product is: [F:42][C:43]1[CH:44]=[C:45]2[C:49](=[CH:50][CH:51]=1)[CH:48]([NH:52][C:53]1[CH:62]=[CH:61][C:60]3[C:55](=[CH:56][CH:57]=[C:58]([NH:63][C:8](=[O:10])[CH2:7][C:3]4[CH:2]=[N:1][CH:6]=[CH:5][CH:4]=4)[CH:59]=3)[N:54]=1)[CH2:47][CH2:46]2. (3) The product is: [CH:27]1[C:28]2[C:32]3[CH:33]=[CH:34][CH:35]=[CH:36][C:31]=3[S:30][C:29]=2[C:24]([C:21]2[CH:20]=[CH:19][C:18]([O:17][CH2:16][CH2:15][CH2:14][O:13][C:10]3[CH:9]=[CH:8][C:7]([CH2:6][C@H:5]([O:37][CH3:38])[C:4]([OH:39])=[O:3])=[CH:12][CH:11]=3)=[CH:23][CH:22]=2)=[CH:25][CH:26]=1. Given the reactants C([O:3][C:4](=[O:39])[C@@H:5]([O:37][CH3:38])[CH2:6][C:7]1[CH:12]=[CH:11][C:10]([O:13][CH2:14][CH2:15][CH2:16][O:17][C:18]2[CH:23]=[CH:22][C:21]([C:24]3[C:29]4[S:30][C:31]5[CH:36]=[CH:35][CH:34]=[CH:33][C:32]=5[C:28]=4[CH:27]=[CH:26][CH:25]=3)=[CH:20][CH:19]=2)=[CH:9][CH:8]=1)C.[OH-].[Na+], predict the reaction product. (4) Given the reactants [CH2:1]([O:8][C:9]([NH:11][CH2:12][CH2:13][C:14]1[CH:19]=[CH:18][CH:17]=[CH:16][C:15]=1[OH:20])=[O:10])[C:2]1[CH:7]=[CH:6][CH:5]=[CH:4][CH:3]=1.C(=O)([O-])[O-].[K+].[K+].C1(C)C=CC(S(O[CH2:37][CH2:38][Cl:39])(=O)=O)=CC=1.O, predict the reaction product. The product is: [CH2:1]([O:8][C:9]([NH:11][CH2:12][CH2:13][C:14]1[CH:19]=[CH:18][CH:17]=[CH:16][C:15]=1[O:20][CH2:37][CH2:38][Cl:39])=[O:10])[C:2]1[CH:3]=[CH:4][CH:5]=[CH:6][CH:7]=1.